From a dataset of Forward reaction prediction with 1.9M reactions from USPTO patents (1976-2016). Predict the product of the given reaction. (1) The product is: [OH:8][C:9]1[C:14]2[NH:15][C:16](=[O:19])[CH2:17][O:18][C:13]=2[C:12]([CH:20]([OH:24])[CH2:21][NH:33][C:30]2([CH2:29][C:28]3[CH:34]=[CH:35][CH:36]=[CH:37][C:27]=3[C:26]([F:25])([F:38])[F:39])[CH2:31][CH2:32]2)=[CH:11][CH:10]=1. Given the reactants C([O:8][C:9]1[C:14]2[NH:15][C:16](=[O:19])[CH2:17][O:18][C:13]=2[C:12]([C:20](=[O:24])[CH:21](O)O)=[CH:11][CH:10]=1)C1C=CC=CC=1.[F:25][C:26]([F:39])([F:38])[C:27]1[CH:37]=[CH:36][CH:35]=[CH:34][C:28]=1[CH2:29][C:30]1([NH2:33])[CH2:32][CH2:31]1.FC(F)(F)C([O-])=O, predict the reaction product. (2) Given the reactants [F:1][C:2]([F:18])([F:17])[C:3]1[CH:4]=[C:5]2[C:9](=[CH:10][CH:11]=1)[NH:8][CH:7]=[C:6]2[CH2:12][C:13]([O:15]C)=[O:14].CO.C1COCC1.[Li+].[OH-], predict the reaction product. The product is: [F:18][C:2]([F:1])([F:17])[C:3]1[CH:4]=[C:5]2[C:9](=[CH:10][CH:11]=1)[NH:8][CH:7]=[C:6]2[CH2:12][C:13]([OH:15])=[O:14]. (3) Given the reactants FC(F)(F)C(O)=O.[Cl:8][C:9]1[CH:14]=[C:13]2[NH:15][C:16](=[O:38])[C@:17]3([C@@H:21]([C:22]4[CH:27]=[CH:26][CH:25]=[C:24]([Cl:28])[C:23]=4[F:29])[C@H:20]([C:30](O)=[O:31])[NH:19][C@H:18]3[CH2:33][C:34]([CH3:37])([CH3:36])[CH3:35])[C:12]2=[CH:11][CH:10]=1.C(N(C(C)C)CC)(C)C.C1(P(Cl)(C2C=CC=CC=2)=O)C=CC=CC=1.[NH2:63][C:64]1[S:68][C:67]([C:69]#[N:70])=[CH:66][CH:65]=1, predict the reaction product. The product is: [C:69]([C:67]1[S:68][C:64]([NH:63][C:30]([C@@H:20]2[NH:19][C@@H:18]([CH2:33][C:34]([CH3:36])([CH3:35])[CH3:37])[C@:17]3([C:12]4[C:13](=[CH:14][C:9]([Cl:8])=[CH:10][CH:11]=4)[NH:15][C:16]3=[O:38])[C@H:21]2[C:22]2[CH:27]=[CH:26][CH:25]=[C:24]([Cl:28])[C:23]=2[F:29])=[O:31])=[CH:65][CH:66]=1)#[N:70]. (4) Given the reactants CO[C:3](=[O:29])[CH2:4][CH2:5][CH2:6][CH2:7][C:8]1[CH:13]=[CH:12][C:11]([CH2:14][CH2:15][CH2:16][CH2:17][N:18]2C(=O)C3C(=CC=CC=3)C2=O)=[CH:10][N:9]=1.[CH3:30][NH2:31], predict the reaction product. The product is: [CH3:30][NH:31][C:3](=[O:29])[CH2:4][CH2:5][CH2:6][CH2:7][C:8]1[CH:13]=[CH:12][C:11]([CH2:14][CH2:15][CH2:16][CH2:17][NH2:18])=[CH:10][N:9]=1.